Dataset: Catalyst prediction with 721,799 reactions and 888 catalyst types from USPTO. Task: Predict which catalyst facilitates the given reaction. (1) Reactant: [Cl:1][C:2]1[CH:3]=[CH:4][C:5]([O:26][CH2:27][CH:28]([CH3:30])[CH3:29])=[C:6]([CH2:8][N:9]2[C:13]([CH3:14])=[CH:12][C:11]([C:15]([NH:17][C:18]3[CH:23]=[CH:22][C:21]([CH:24]=O)=[CH:20][CH:19]=3)=[O:16])=[N:10]2)[CH:7]=1.[NH:31]1[CH2:36][CH2:35][CH:34]([OH:37])[CH2:33][CH2:32]1.C(O[BH-](OC(=O)C)OC(=O)C)(=O)C.[Na+].C(OCC)(=O)C. Product: [ClH:1].[Cl:1][C:2]1[CH:3]=[CH:4][C:5]([O:26][CH2:27][CH:28]([CH3:30])[CH3:29])=[C:6]([CH2:8][N:9]2[C:13]([CH3:14])=[CH:12][C:11]([C:15]([NH:17][C:18]3[CH:23]=[CH:22][C:21]([CH2:24][N:31]4[CH2:36][CH2:35][CH:34]([OH:37])[CH2:33][CH2:32]4)=[CH:20][CH:19]=3)=[O:16])=[N:10]2)[CH:7]=1. The catalyst class is: 334. (2) Reactant: C1(P(C2C=CC=CC=2)C2C=CC=CC=2)C=CC=CC=1.N(C(OC(C)(C)C)=O)=NC(OC(C)(C)C)=O.[N:36]1([CH2:43][CH2:44][CH2:45][OH:46])[CH2:42][CH2:41][CH2:40][CH2:39][CH2:38][CH2:37]1.O[C:48]1[CH:53]=[CH:52][C:51]([CH2:54][CH2:55][CH2:56][CH2:57][C:58]([O:60][CH3:61])=[O:59])=[CH:50][CH:49]=1.C(O)=O.ClC1C=CC(CC2C3C(=CC=CC=3)C(=O)N(C3CCCN(CC4C=CC(O)=CC=4)CC3)N=2)=CC=1.S(=O)(=O)(O)O.Cl. Product: [N:36]1([CH2:43][CH2:44][CH2:45][O:46][C:48]2[CH:53]=[CH:52][C:51]([CH2:54][CH2:55][CH2:56][CH2:57][C:58]([O:60][CH3:61])=[O:59])=[CH:50][CH:49]=2)[CH2:42][CH2:41][CH2:40][CH2:39][CH2:38][CH2:37]1. The catalyst class is: 1.